Task: Predict the reaction yield, written as a fraction of the theoretical maximum amount of product (1.0 means a 100% yield; for example, 0.34 means a 34% yield).. Dataset: Reaction yield outcomes from USPTO patents with 853,638 reactions The yield is 0.940. The catalyst is ClCCl. The reactants are [CH3:1][O:2][C:3](=[O:8])[C@H:4]([OH:7])[CH2:5][CH3:6].N1C=CC=CC=1.[S:15](O[S:15]([C:18]([F:21])([F:20])[F:19])(=[O:17])=[O:16])([C:18]([F:21])([F:20])[F:19])(=[O:17])=[O:16].O. The product is [CH3:1][O:2][C:3](=[O:8])[C@H:4]([O:7][S:15]([C:18]([F:21])([F:20])[F:19])(=[O:17])=[O:16])[CH2:5][CH3:6].